From a dataset of Forward reaction prediction with 1.9M reactions from USPTO patents (1976-2016). Predict the product of the given reaction. (1) Given the reactants [CH3:1][C:2]1([CH3:19])[O:6][C:5](=[O:7])/[C:4](=[CH:8]/[C:9]([O:11][Si](C(C)(C)C)(C)C)=[O:10])/[O:3]1.C(O)(=O)C.[F-].C([N+](CCCC)(CCCC)CCCC)CCC, predict the reaction product. The product is: [CH3:1][C:2]1([CH3:19])[O:3][C:4](=[CH:8][C:9]([OH:11])=[O:10])[C:5](=[O:7])[O:6]1. (2) Given the reactants C([O:9][C@:10]1([CH3:73])[C@H:14]([O:15]C(=O)C2C=CC=CC=2)[C@@H:13]([CH2:24][O:25]C(=O)C2C=CC=CC=2)[O:12][C@H:11]1[N:34]1[CH:42]=[N:41][C:40]2[C:35]1=[N:36][C:37]([N:58]([C:66]([O:68][C:69]([CH3:72])([CH3:71])[CH3:70])=[O:67])[C:59]([O:61][C:62]([CH3:65])([CH3:64])[CH3:63])=[O:60])=[N:38][C:39]=2[N:43]([C:51]([O:53][C:54]([CH3:57])([CH3:56])[CH3:55])=[O:52])[C:44]([O:46][C:47]([CH3:50])([CH3:49])[CH3:48])=[O:45])(=O)C1C=CC=CC=1.C[O-].[Na+], predict the reaction product. The product is: [OH:9][C@:10]1([CH3:73])[C@H:14]([OH:15])[C@@H:13]([CH2:24][OH:25])[O:12][C@H:11]1[N:34]1[CH:42]=[N:41][C:40]2[C:35]1=[N:36][C:37]([N:58]([C:66]([O:68][C:69]([CH3:72])([CH3:71])[CH3:70])=[O:67])[C:59](=[O:60])[O:61][C:62]([CH3:65])([CH3:64])[CH3:63])=[N:38][C:39]=2[N:43]([C:44]([O:46][C:47]([CH3:48])([CH3:49])[CH3:50])=[O:45])[C:51](=[O:52])[O:53][C:54]([CH3:55])([CH3:57])[CH3:56]. (3) Given the reactants [NH2:1][C:2]1[CH:3]=[C:4]([C@@H:17]2[CH2:19][C@@H:18]2[C:20]([OH:22])=[O:21])[CH:5]=[CH:6][C:7]=1[N:8]([CH2:13][CH:14]([CH3:16])[CH3:15])[CH2:9][CH:10]([CH3:12])[CH3:11].[N:23]([C:26]1[CH:27]=[N:28][C:29]([C:32]#[N:33])=[N:30][CH:31]=1)=[C:24]=[O:25].C(N(CC)CC)C, predict the reaction product. The product is: [C:32]([C:29]1[N:30]=[CH:31][C:26]([NH:23][C:24](=[O:25])[NH:1][C:2]2[CH:3]=[C:4]([C@@H:17]3[CH2:19][C@@H:18]3[C:20]([OH:22])=[O:21])[CH:5]=[CH:6][C:7]=2[N:8]([CH2:13][CH:14]([CH3:15])[CH3:16])[CH2:9][CH:10]([CH3:11])[CH3:12])=[CH:27][N:28]=1)#[N:33]. (4) Given the reactants [Na].[CH2:2]([OH:9])[C:3]1[CH:8]=[CH:7][CH:6]=[CH:5][CH:4]=1.Br[C:11]1[N:16]=[C:15]([NH2:17])[CH:14]=[CH:13][CH:12]=1, predict the reaction product. The product is: [CH2:2]([O:9][C:11]1[N:16]=[C:15]([NH2:17])[CH:14]=[CH:13][CH:12]=1)[C:3]1[CH:8]=[CH:7][CH:6]=[CH:5][CH:4]=1. (5) Given the reactants [N:1]1[CH:6]=[CH:5][CH:4]=[C:3]([NH:7][C:8]([C:10]2[C:18]3[C:17]4[CH:19]=[C:20]([N+:23]([O-])=O)[CH:21]=[CH:22][C:16]=4[O:15][C:14]=3[C:13]([O:26][CH3:27])=[CH:12][CH:11]=2)=[O:9])[CH:2]=1.O.NN, predict the reaction product. The product is: [N:1]1[CH:6]=[CH:5][CH:4]=[C:3]([NH:7][C:8]([C:10]2[C:18]3[C:17]4[CH:19]=[C:20]([NH2:23])[CH:21]=[CH:22][C:16]=4[O:15][C:14]=3[C:13]([O:26][CH3:27])=[CH:12][CH:11]=2)=[O:9])[CH:2]=1. (6) Given the reactants [CH3:1][O:2][C:3]1[C:4]([CH3:14])=[C:5]([CH:9]=[CH:10][C:11]=1[O:12][CH3:13])[C:6](O)=O.O=S(Cl)Cl.[C:19]([O:27]C)(=[O:26])[CH2:20][CH2:21][C:22]([O:24][CH3:25])=O, predict the reaction product. The product is: [CH3:25][O:24][C:22]1[C:9]2[C:5](=[C:4]([CH3:14])[C:3]([O:2][CH3:1])=[C:11]([O:12][CH3:13])[CH:10]=2)[CH:6]=[C:20]([C:19]([OH:27])=[O:26])[CH:21]=1. (7) Given the reactants Br[C:2]1[CH:7]=[CH:6][CH:5]=[CH:4][C:3]=1[CH2:8][C:9]([O:11][CH3:12])=[O:10].[S:13]1[C:17]2[CH:18]=[CH:19][CH:20]=[CH:21][C:16]=2[CH:15]=[C:14]1B(O)O.[F-].[Cs+], predict the reaction product. The product is: [S:13]1[C:17]2[CH:18]=[CH:19][CH:20]=[CH:21][C:16]=2[CH:15]=[C:14]1[C:2]1[CH:7]=[CH:6][CH:5]=[CH:4][C:3]=1[CH2:8][C:9]([O:11][CH3:12])=[O:10].